From a dataset of Reaction yield outcomes from USPTO patents with 853,638 reactions. Predict the reaction yield, written as a fraction of the theoretical maximum amount of product (1.0 means a 100% yield; for example, 0.34 means a 34% yield). The reactants are Cl.[CH3:2][O:3][C:4](=[O:26])[CH:5]([O:23][CH2:24][CH3:25])[CH2:6][C:7]1[CH:12]=[CH:11][CH:10]=[C:9](CCNCCCCCCC)[CH:8]=1.C([N:30]([CH2:34][CH3:35])[CH:31]([CH3:33])C)(C)C.[F:36][C:37]1[CH:42]=[C:41]([F:43])[CH:40]=[CH:39][C:38]=1[CH2:44][C:45](Cl)=[O:46].Cl. The catalyst is C(Cl)Cl. The product is [CH3:2][O:3][C:4](=[O:26])[CH:5]([O:23][CH2:24][CH3:25])[CH2:6][C:7]1[CH:12]=[CH:11][C:10]([CH2:35][CH2:34][N:30]([C:45](=[O:46])[CH2:44][C:38]2[CH:39]=[CH:40][C:41]([F:43])=[CH:42][C:37]=2[F:36])[CH2:31][CH2:33][CH2:4][CH2:5][CH2:6][CH2:7][CH3:8])=[CH:9][CH:8]=1. The yield is 0.660.